Dataset: Peptide-MHC class I binding affinity with 185,985 pairs from IEDB/IMGT. Task: Regression. Given a peptide amino acid sequence and an MHC pseudo amino acid sequence, predict their binding affinity value. This is MHC class I binding data. (1) The peptide sequence is FQLYPPQIL. The MHC is HLA-B48:01 with pseudo-sequence HLA-B48:01. The binding affinity (normalized) is 0.599. (2) The peptide sequence is KLLKSWVSK. The MHC is HLA-A31:01 with pseudo-sequence HLA-A31:01. The binding affinity (normalized) is 0.502.